This data is from Reaction yield outcomes from USPTO patents with 853,638 reactions. The task is: Predict the reaction yield, written as a fraction of the theoretical maximum amount of product (1.0 means a 100% yield; for example, 0.34 means a 34% yield). (1) The reactants are [N:1]([CH2:4][C@@H:5]1[CH2:10][NH:9][C:8]2[CH:11]=[CH:12][CH:13]=[C:14](Br)[C:7]=2[O:6]1)=[N+:2]=[N-:3].[F:16][C:17]([F:28])([F:27])[C:18]1[CH:23]=[CH:22][CH:21]=[CH:20][C:19]=1B(O)O. No catalyst specified. The product is [N:1]([CH2:4][C@@H:5]1[CH2:10][NH:9][C:8]2[CH:11]=[CH:12][CH:13]=[C:14]([C:19]3[CH:20]=[CH:21][CH:22]=[CH:23][C:18]=3[C:17]([F:28])([F:27])[F:16])[C:7]=2[O:6]1)=[N+:2]=[N-:3]. The yield is 0.730. (2) The reactants are [CH3:1][O:2][CH2:3][CH2:4][C:5]([C:7]1[CH:8]=[C:9]2[C:14](=[CH:15][C:16]=1[C:17]([F:20])([F:19])[F:18])[NH:13][C:12](=[O:21])[N:11]([NH:22][S:23]([CH3:26])(=[O:25])=[O:24])[C:10]2=[O:27])=[O:6].[BH4-].[Na+].Cl. The catalyst is CO.O. The product is [OH:6][CH:5]([C:7]1[CH:8]=[C:9]2[C:14](=[CH:15][C:16]=1[C:17]([F:18])([F:19])[F:20])[NH:13][C:12](=[O:21])[N:11]([NH:22][S:23]([CH3:26])(=[O:25])=[O:24])[C:10]2=[O:27])[CH2:4][CH2:3][O:2][CH3:1]. The yield is 0.940.